The task is: Predict the product of the given reaction.. This data is from Forward reaction prediction with 1.9M reactions from USPTO patents (1976-2016). (1) Given the reactants C([O:8][C:9]1[CH:14]=[CH:13][C:12]([N:15]([CH3:56])[C:16]([C:18]2[CH:22]=[C:21]([C:23]3[CH:24]=[C:25]4[C:29](=[CH:30][C:31]=3[C:32]([N:34]3[C@H:43]([CH3:44])[CH2:42][C:41]5[C:36](=[CH:37][CH:38]=[CH:39][CH:40]=5)[CH2:35]3)=[O:33])[CH2:28][N:27]([C:45](=[O:53])[CH2:46][C:47]3[CH:52]=[CH:51][CH:50]=[CH:49][CH:48]=3)[CH2:26]4)[N:20]([CH3:54])[C:19]=2[CH3:55])=[O:17])=[CH:11][CH:10]=1)C1C=CC=CC=1, predict the reaction product. The product is: [OH:8][C:9]1[CH:14]=[CH:13][C:12]([N:15]([CH3:56])[C:16]([C:18]2[CH:22]=[C:21]([C:23]3[CH:24]=[C:25]4[C:29](=[CH:30][C:31]=3[C:32]([N:34]3[C@H:43]([CH3:44])[CH2:42][C:41]5[C:36](=[CH:37][CH:38]=[CH:39][CH:40]=5)[CH2:35]3)=[O:33])[CH2:28][N:27]([C:45](=[O:53])[CH2:46][C:47]3[CH:48]=[CH:49][CH:50]=[CH:51][CH:52]=3)[CH2:26]4)[N:20]([CH3:54])[C:19]=2[CH3:55])=[O:17])=[CH:11][CH:10]=1. (2) Given the reactants [CH3:1][C:2]1[C:3]([CH3:21])=[CH:4][C:5]2[N:14]([CH2:15][CH:16]=O)[C:13]3[C:8]([C:9](=[O:19])[NH:10][C:11](=[O:18])[N:12]=3)=[N:7][C:6]=2[CH:20]=1.Cl.[C:23]([O:27][C:28](=[O:40])[C@H:29]([CH2:31][CH2:32][C:33]([O:35][C:36]([CH3:39])([CH3:38])[CH3:37])=[O:34])[NH2:30])([CH3:26])([CH3:25])[CH3:24].C(O)(=O)C.C([BH3-])#N.[Na+], predict the reaction product. The product is: [C:23]([O:27][C:28](=[O:40])[CH:29]([NH:30][CH2:16][CH2:15][N:14]1[C:13]2[C:8]([C:9](=[O:19])[NH:10][C:11](=[O:18])[N:12]=2)=[N:7][C:6]2[CH:20]=[C:2]([CH3:1])[C:3]([CH3:21])=[CH:4][C:5]1=2)[CH2:31][CH2:32][C:33]([O:35][C:36]([CH3:39])([CH3:38])[CH3:37])=[O:34])([CH3:26])([CH3:24])[CH3:25]. (3) The product is: [ClH:19].[Cl:19][CH2:2][C:3]1[N:7]2[CH:8]=[CH:9][CH:10]=[CH:11][C:6]2=[N:5][C:4]=1[C:12]([O:14][CH2:15][CH3:16])=[O:13]. Given the reactants O[CH2:2][C:3]1[N:7]2[CH:8]=[CH:9][CH:10]=[CH:11][C:6]2=[N:5][C:4]=1[C:12]([O:14][CH2:15][CH3:16])=[O:13].S(Cl)([Cl:19])=O, predict the reaction product. (4) Given the reactants C(N(C(C)C)CC)(C)C.CN(C(ON1N=NC2C=CC=CC1=2)=[N+](C)C)C.F[P-](F)(F)(F)(F)F.[OH:34][CH2:35][C:36]1[O:37][C:38](=[O:42])[O:39][C:40]=1[CH3:41].[CH3:43][N:44]([CH3:64])[CH:45]1[CH2:50][CH2:49][N:48]([C:51](=[O:63])[CH2:52][CH2:53][C:54]2[N:55]([CH2:59][C:60](O)=[O:61])[CH:56]=[CH:57][N:58]=2)[CH2:47][CH2:46]1.Cl, predict the reaction product. The product is: [CH3:64][N:44]([CH3:43])[CH:45]1[CH2:50][CH2:49][N:48]([C:51](=[O:63])[CH2:52][CH2:53][C:54]2[N:55]([CH2:59][C:60]([O:34][CH2:35][C:36]3[O:37][C:38](=[O:42])[O:39][C:40]=3[CH3:41])=[O:61])[CH:56]=[CH:57][N:58]=2)[CH2:47][CH2:46]1. (5) The product is: [O:10]=[C:9]([C:11]1[CH:12]=[C:13]2[C:18](=[CH:19][CH:20]=1)[N:17]=[CH:16][CH:15]=[CH:14]2)[CH2:5][C:4]([O:3][CH2:2][CH3:1])=[O:21]. Given the reactants [CH3:1][C:2]1(C)OC(=O)[CH:5]([C:9]([C:11]2[CH:12]=[C:13]3[C:18](=[CH:19][CH:20]=2)[N:17]=[CH:16][CH:15]=[CH:14]3)=[O:10])[C:4](=[O:21])[O:3]1, predict the reaction product. (6) Given the reactants Br[C:2]1[C:11]2[C:6](=[CH:7][C:8]([S:12]([N:15]([CH2:21][C:22]3[CH:27]=[CH:26][C:25]([O:28][CH3:29])=[CH:24][CH:23]=3)[C:16]3[S:17][CH:18]=[CH:19][N:20]=3)(=[O:14])=[O:13])=[CH:9][CH:10]=2)[CH:5]=[C:4]([Cl:30])[N:3]=1.[CH3:31][O:32][C:33]1[CH:38]=[C:37]([C:39]([F:42])([F:41])[F:40])[CH:36]=[CH:35][C:34]=1B(O)O.P([O-])([O-])([O-])=O.[K+].[K+].[K+], predict the reaction product. The product is: [Cl:30][C:4]1[N:3]=[C:2]([C:34]2[CH:35]=[CH:36][C:37]([C:39]([F:42])([F:41])[F:40])=[CH:38][C:33]=2[O:32][CH3:31])[C:11]2[C:6]([CH:5]=1)=[CH:7][C:8]([S:12]([N:15]([CH2:21][C:22]1[CH:23]=[CH:24][C:25]([O:28][CH3:29])=[CH:26][CH:27]=1)[C:16]1[S:17][CH:18]=[CH:19][N:20]=1)(=[O:14])=[O:13])=[CH:9][CH:10]=2. (7) Given the reactants [CH2:1]([OH:10])[CH2:2]/[CH:3]=[CH:4]\[CH2:5]/[CH:6]=[CH:7]\[CH2:8][CH3:9].N1C=CC=CC=1.[C:17]1([CH3:27])[CH:22]=[CH:21][C:20]([S:23](Cl)(=[O:25])=[O:24])=[CH:19][CH:18]=1.CCOCC, predict the reaction product. The product is: [C:17]1([CH3:27])[CH:22]=[CH:21][C:20]([S:23]([O:10][CH2:1][CH2:2]/[CH:3]=[CH:4]\[CH2:5]/[CH:6]=[CH:7]\[CH2:8][CH3:9])(=[O:25])=[O:24])=[CH:19][CH:18]=1.